From a dataset of Forward reaction prediction with 1.9M reactions from USPTO patents (1976-2016). Predict the product of the given reaction. Given the reactants C(NC1N=C2C(N=C(OC)N2CC[CH2:17][CH:18]2[CH2:23][CH2:22][O:21][C:20]([CH3:25])(C)[CH2:19]2)=C(N)N=1)CCC.FC(F)(F)C(O)=O.[CH3:36][C@@H:37]([O:41][C:42]1[NH:43][C:44]([NH2:53])=[C:45]2[C:49]([N:50]=1)=[N:48][C:47]([O:51][CH3:52])=[N:46]2)[CH2:38][CH2:39][CH3:40].BrCCCC1CCCO1, predict the reaction product. The product is: [CH3:36][C@@H:37]([O:41][C:42]1[N:50]=[C:49]2[C:45]([N:46]=[C:47]([O:51][CH3:52])[N:48]2[CH2:17][CH2:18][CH2:19][CH:20]2[CH2:25][CH2:23][CH2:22][O:21]2)=[C:44]([NH2:53])[N:43]=1)[CH2:38][CH2:39][CH3:40].